From a dataset of Full USPTO retrosynthesis dataset with 1.9M reactions from patents (1976-2016). Predict the reactants needed to synthesize the given product. (1) Given the product [F:34][C:30]1[CH:29]=[C:28]([C:26]2[CH:25]=[CH:24][C:20]([C:21]([NH:1][C:2]3[CH:11]=[C:10]4[C:5]([CH2:6][CH2:7][CH2:8][NH:9]4)=[CH:4][CH:3]=3)=[O:22])=[C:19]([CH3:18])[N:27]=2)[CH:33]=[CH:32][CH:31]=1, predict the reactants needed to synthesize it. The reactants are: [NH2:1][C:2]1[CH:11]=[C:10]2[C:5]([CH2:6][CH2:7][CH2:8][N:9]2C(=O)C(F)(F)F)=[CH:4][CH:3]=1.[CH3:18][C:19]1[N:27]=[C:26]([C:28]2[CH:33]=[CH:32][CH:31]=[C:30]([F:34])[CH:29]=2)[CH:25]=[CH:24][C:20]=1[C:21](O)=[O:22]. (2) Given the product [OH:48][CH2:47][CH2:49][NH:50][C:22]([C:9]1[C:10]2[CH2:11][CH2:12][CH:13]([C:16]3[CH:17]=[CH:18][CH:19]=[CH:20][CH:21]=3)[O:14][C:15]=2[C:4]2[N:3]=[C:2]([CH3:1])[N:6]([CH3:7])[C:5]=2[CH:8]=1)=[O:23], predict the reactants needed to synthesize it. The reactants are: [CH3:1][C:2]1[N:6]([CH3:7])[C:5]2[CH:8]=[C:9]([C:22](O)=[O:23])[C:10]3[CH2:11][CH2:12][CH:13]([C:16]4[CH:21]=[CH:20][CH:19]=[CH:18][CH:17]=4)[O:14][C:15]=3[C:4]=2[N:3]=1.F[B-](F)(F)F.N1(OC(N(C)C)=[N+](C)C)C2C=CC=CC=2N=N1.[CH2:47]([CH2:49][NH2:50])[OH:48].O. (3) Given the product [CH3:17][C:14]1[CH:15]=[CH:16][C:9]2[NH:8][C:7](=[O:18])[CH2:6][C:5]3[CH:4]=[N:24][C:20]([CH:21]([CH3:23])[CH3:22])=[N:25][C:11]=3[C:10]=2[CH:13]=1, predict the reactants needed to synthesize it. The reactants are: CN([CH:4]=[C:5]1[C:11](=O)[C:10]2[CH:13]=[C:14]([CH3:17])[CH:15]=[CH:16][C:9]=2[NH:8][C:7](=[O:18])[CH2:6]1)C.Cl.[C:20]([NH2:25])(=[NH:24])[CH:21]([CH3:23])[CH3:22]. (4) Given the product [ClH:1].[NH2:8][C:9]([C:12]1[O:16][N:15]=[C:14]([CH:17]2[CH2:22][CH:21]([C:23]3[CH:28]=[CH:27][C:26]([C:29]([F:31])([F:32])[F:30])=[CH:25][CH:24]=3)[CH2:20][N:19]([C:33]([N:35]3[CH2:40][CH2:39][O:38][CH2:37][CH2:36]3)=[O:34])[CH2:18]2)[N:13]=1)([CH3:11])[CH3:10], predict the reactants needed to synthesize it. The reactants are: [ClH:1].C(OC(=O)[NH:8][C:9]([C:12]1[O:16][N:15]=[C:14]([CH:17]2[CH2:22][CH:21]([C:23]3[CH:28]=[CH:27][C:26]([C:29]([F:32])([F:31])[F:30])=[CH:25][CH:24]=3)[CH2:20][N:19]([C:33]([N:35]3[CH2:40][CH2:39][O:38][CH2:37][CH2:36]3)=[O:34])[CH2:18]2)[N:13]=1)([CH3:11])[CH3:10])(C)(C)C. (5) Given the product [CH2:1]([O:8][C:9](=[O:25])[CH:10]([NH:17][C:18]([O:20][C:21]([CH3:22])([CH3:24])[CH3:23])=[O:19])[CH2:11][C:12]1[N:13]=[CH:14][N:15]([C:33]([C:34]2[CH:39]=[CH:38][CH:37]=[CH:36][CH:35]=2)([C:46]2[CH:47]=[CH:48][CH:49]=[CH:50][CH:51]=2)[C:40]2[CH:41]=[CH:42][CH:43]=[CH:44][CH:45]=2)[CH:16]=1)[C:2]1[CH:3]=[CH:4][CH:5]=[CH:6][CH:7]=1, predict the reactants needed to synthesize it. The reactants are: [CH2:1]([O:8][C:9](=[O:25])[CH:10]([NH:17][C:18]([O:20][C:21]([CH3:24])([CH3:23])[CH3:22])=[O:19])[CH2:11][C:12]1[N:13]=[CH:14][NH:15][CH:16]=1)[C:2]1[CH:7]=[CH:6][CH:5]=[CH:4][CH:3]=1.C(N(CC)CC)C.[C:33](Cl)([C:46]1[CH:51]=[CH:50][CH:49]=[CH:48][CH:47]=1)([C:40]1[CH:45]=[CH:44][CH:43]=[CH:42][CH:41]=1)[C:34]1[CH:39]=[CH:38][CH:37]=[CH:36][CH:35]=1.